Dataset: Full USPTO retrosynthesis dataset with 1.9M reactions from patents (1976-2016). Task: Predict the reactants needed to synthesize the given product. Given the product [CH3:21][C:20]1[CH:19]=[CH:24][C:7]2[C:2](=[CH:3][CH:4]=[CH:5][CH:6]=2)[N:1]=1, predict the reactants needed to synthesize it. The reactants are: [NH2:1][C:2]1[CH:7]=[CH:6][CH:5]=[CH:4][CH:3]=1.C(O/C=C/C(Cl)=O)C.OC1C=C[C:24]2[C:19](=[CH:20][CH:21]=CC=2)N=1.[Cl-].C(=O)/C=C/C.